Task: Regression. Given two drug SMILES strings and cell line genomic features, predict the synergy score measuring deviation from expected non-interaction effect.. Dataset: NCI-60 drug combinations with 297,098 pairs across 59 cell lines (1) Drug 1: C1=C(C(=O)NC(=O)N1)F. Drug 2: CCC1(CC2CC(C3=C(CCN(C2)C1)C4=CC=CC=C4N3)(C5=C(C=C6C(=C5)C78CCN9C7C(C=CC9)(C(C(C8N6C=O)(C(=O)OC)O)OC(=O)C)CC)OC)C(=O)OC)O.OS(=O)(=O)O. Cell line: KM12. Synergy scores: CSS=41.6, Synergy_ZIP=-12.1, Synergy_Bliss=-10.9, Synergy_Loewe=-5.11, Synergy_HSA=-4.31. (2) Drug 1: CS(=O)(=O)OCCCCOS(=O)(=O)C. Drug 2: CCC1(C2=C(COC1=O)C(=O)N3CC4=CC5=C(C=CC(=C5CN(C)C)O)N=C4C3=C2)O.Cl. Cell line: HCC-2998. Synergy scores: CSS=31.2, Synergy_ZIP=-3.26, Synergy_Bliss=9.52, Synergy_Loewe=0.856, Synergy_HSA=7.76. (3) Drug 1: CC12CCC(CC1=CCC3C2CCC4(C3CC=C4C5=CN=CC=C5)C)O. Drug 2: COC1=C(C=C2C(=C1)N=CN=C2NC3=CC(=C(C=C3)F)Cl)OCCCN4CCOCC4. Cell line: M14. Synergy scores: CSS=34.6, Synergy_ZIP=4.44, Synergy_Bliss=9.95, Synergy_Loewe=10.3, Synergy_HSA=10.0.